From a dataset of Catalyst prediction with 721,799 reactions and 888 catalyst types from USPTO. Predict which catalyst facilitates the given reaction. (1) Reactant: [CH3:1][S:2][C:3]1[CH:8]=[C:7](Cl)[C:6]([C:10]([O:12][CH2:13][CH3:14])=[O:11])=[CH:5][N:4]=1.[N:15]1C=CC=NC=1.N. Product: [OH-:11].[NH4+:4].[CH3:1][S:2][C:3]1[CH:8]=[C:7]([NH2:15])[C:6]([C:10]([O:12][CH2:13][CH3:14])=[O:11])=[CH:5][N:4]=1. The catalyst class is: 5. (2) Reactant: Br[C:2]1[C:3]([C:7]2[N:11]([S:12]([C:15]3[CH:16]=[N:17][CH:18]=[CH:19][CH:20]=3)(=[O:14])=[O:13])[CH:10]=[C:9]([CH2:21][N:22]([CH3:30])[C:23](=[O:29])[O:24][C:25]([CH3:28])([CH3:27])[CH3:26])[CH:8]=2)=[CH:4][S:5][CH:6]=1.[CH3:31][N:32](C)C=O. Product: [C:31]([C:2]1[C:3]([C:7]2[N:11]([S:12]([C:15]3[CH:16]=[N:17][CH:18]=[CH:19][CH:20]=3)(=[O:14])=[O:13])[CH:10]=[C:9]([CH2:21][N:22]([CH3:30])[C:23](=[O:29])[O:24][C:25]([CH3:28])([CH3:27])[CH3:26])[CH:8]=2)=[CH:4][S:5][CH:6]=1)#[N:32]. The catalyst class is: 267. (3) Reactant: [CH2:1]([O:8][C:9]([N:11]1[CH2:16][CH2:15][CH:14]([NH:17][C:18]2[CH:23]=[CH:22][C:21]([C:24]([O:26][CH3:27])=[O:25])=[CH:20][CH:19]=2)[CH2:13][CH2:12]1)=[O:10])[C:2]1[CH:7]=[CH:6][CH:5]=[CH:4][CH:3]=1.N1C=CC=CC=1.C(OCC)(=O)C.[Cl:40][CH2:41][C:42](Cl)=[O:43]. Product: [CH2:1]([O:8][C:9]([N:11]1[CH2:16][CH2:15][CH:14]([N:17]([C:42](=[O:43])[CH2:41][Cl:40])[C:18]2[CH:23]=[CH:22][C:21]([C:24]([O:26][CH3:27])=[O:25])=[CH:20][CH:19]=2)[CH2:13][CH2:12]1)=[O:10])[C:2]1[CH:7]=[CH:6][CH:5]=[CH:4][CH:3]=1. The catalyst class is: 6. (4) The catalyst class is: 14. Product: [NH2:14][C:7]1[CH:8]=[C:9]([CH:12]=[CH:13][C:6]=1[NH:5][CH2:4][CH2:3][CH2:2][OH:1])[C:10]#[N:11]. Reactant: [OH:1][CH2:2][CH2:3][CH2:4][NH:5][C:6]1[CH:13]=[CH:12][C:9]([C:10]#[N:11])=[CH:8][C:7]=1[N+:14]([O-])=O. (5) Reactant: [OH:1][C:2]1[CH:3]=[C:4]2[C:9](=[CH:10][CH:11]=1)[NH:8][C:7]([C:12]([OH:14])=O)=[CH:6][C:5]2=[O:15].C(N(CC)CC)C.Cl.[F:24][C:25]1[CH:37]=[CH:36][C:28]([CH2:29][CH:30]2[CH2:35][CH2:34][NH:33][CH2:32][CH2:31]2)=[CH:27][CH:26]=1.CN(C(ON1N=NC2C=CC=CC1=2)=[N+](C)C)C.F[P-](F)(F)(F)(F)F. Product: [F:24][C:25]1[CH:26]=[CH:27][C:28]([CH2:29][CH:30]2[CH2:31][CH2:32][N:33]([C:12]([C:7]3[NH:8][C:9]4[C:4]([C:5](=[O:15])[CH:6]=3)=[CH:3][C:2]([OH:1])=[CH:11][CH:10]=4)=[O:14])[CH2:34][CH2:35]2)=[CH:36][CH:37]=1. The catalyst class is: 9.